This data is from Retrosynthesis with 50K atom-mapped reactions and 10 reaction types from USPTO. The task is: Predict the reactants needed to synthesize the given product. (1) Given the product Cc1c(Cl)ncnc1-c1ccc2nccnc2c1, predict the reactants needed to synthesize it. The reactants are: Brc1ccc2nccnc2c1.Cc1c(Cl)ncnc1Cl. (2) Given the product CCc1cc(OCC(C)(C)C(=O)OC)ccc1Cl, predict the reactants needed to synthesize it. The reactants are: CCc1cc(O)ccc1Cl.COC(=O)C(C)(C)CO. (3) Given the product Cc1ccccc1N1CN(CCNC(C)C)C(=O)C12CCN(C(=O)c1cc(C(F)(F)F)cc(C(F)(F)F)c1)CC2, predict the reactants needed to synthesize it. The reactants are: CC(C)N.Cc1ccccc1N1CN(CCO)C(=O)C12CCN(C(=O)c1cc(C(F)(F)F)cc(C(F)(F)F)c1)CC2. (4) Given the product CC1CCN(Cc2cccc(OCCCNC(=O)c3ccc[n+]([O-])c3)c2)CC1, predict the reactants needed to synthesize it. The reactants are: CC1CCN(Cc2cccc(OCCCN)c2)CC1.O=C(O)c1ccc[n+]([O-])c1. (5) Given the product COC(=O)CC(=O)N(Cc1ccc(C(F)(F)F)cc1)n1cc(Br)cc1C(=O)OC, predict the reactants needed to synthesize it. The reactants are: COC(=O)CC(=O)Cl.COC(=O)c1cc(Br)cn1NCc1ccc(C(F)(F)F)cc1.